This data is from Reaction yield outcomes from USPTO patents with 853,638 reactions. The task is: Predict the reaction yield, written as a fraction of the theoretical maximum amount of product (1.0 means a 100% yield; for example, 0.34 means a 34% yield). (1) The reactants are C[N:2](/[CH:4]=[C:5]1\[C:6](=O)[C:7]2[CH:8]=[N:9][N:10]([C:14]3[CH:19]=[CH:18][CH:17]=[CH:16][CH:15]=3)[C:11]=2[CH2:12][CH2:13]\1)[CH3:3].[CH3:21][O:22][C:23]1[CH:35]=[CH:34][C:26]([CH2:27][N:28]2C(N)=[CH:31][CH:30]=[N:29]2)=[CH:25][CH:24]=1.FC(F)(F)C(O)=O. The product is [CH3:21][O:22][C:23]1[CH:35]=[CH:34][C:26]([CH2:27][N:28]2[C:3]3[N:2]=[CH:4][C:5]4[CH2:13][CH2:12][C:11]5[N:10]([C:14]6[CH:19]=[CH:18][CH:17]=[CH:16][CH:15]=6)[N:9]=[CH:8][C:7]=5[C:6]=4[C:31]=3[CH:30]=[N:29]2)=[CH:25][CH:24]=1. The catalyst is O. The yield is 0.150. (2) The yield is 0.610. The catalyst is C(OC(=O)C)(=O)C. The reactants are [CH3:1][C:2]1[C:3]2[C:8]([C:9]([CH3:22])=[C:10]3[C:15]=1[CH:14]=[C:13]([C:16]([OH:18])=O)[C:12]([C:19]([OH:21])=[O:20])=[CH:11]3)=[CH:7][CH:6]=[CH:5][CH:4]=2. The product is [CH3:22][C:9]1[C:8]2[C:3]([C:2]([CH3:1])=[C:15]3[C:10]=1[CH:11]=[C:12]1[C:19]([O:21][C:16](=[O:18])[C:13]1=[CH:14]3)=[O:20])=[CH:4][CH:5]=[CH:6][CH:7]=2. (3) The reactants are [Cl:1][C:2]1[CH:3]=[C:4]2[C:8](=[CH:9][CH:10]=1)[NH:7][CH:6]=[C:5]2[CH2:11][CH2:12][NH:13][C:14](=[O:23])[C:15]1[CH:20]=[CH:19][C:18]([CH2:21]Cl)=[CH:17][CH:16]=1.[NH:24]1[CH:28]=[CH:27][CH:26]=[N:25]1.[I-].[Na+]. The catalyst is C1COCC1. The product is [N:24]1([CH2:21][C:18]2[CH:19]=[CH:20][C:15]([C:14]([NH:13][CH2:12][CH2:11][C:5]3[C:4]4[C:8](=[CH:9][CH:10]=[C:2]([Cl:1])[CH:3]=4)[NH:7][CH:6]=3)=[O:23])=[CH:16][CH:17]=2)[CH:28]=[CH:27][CH:26]=[N:25]1. The yield is 0.850. (4) The reactants are [CH:1]([O:4][C:5]([C:7]1[C:12](=[O:13])[N:11]2[C:14]([CH2:24][N:25]([CH3:33])[CH2:26][C:27]3[CH:32]=[CH:31][CH:30]=[CH:29][CH:28]=3)=[C:15]([C:17]3[CH:22]=[CH:21][C:20]([NH2:23])=[CH:19][CH:18]=3)[N:16]=[C:10]2[N:9]([CH2:34][C:35]2[C:40]([F:41])=[CH:39][CH:38]=[CH:37][C:36]=2[F:42])[CH:8]=1)=[O:6])([CH3:3])[CH3:2].[C:43]([N:50]1C=CN=C1)(N1C=CN=C1)=[O:44].Cl.[CH3:56][O:57]N.C(N(CC)CC)C. The catalyst is ClCCl.O.C(Cl)(Cl)Cl. The product is [CH:1]([O:4][C:5]([C:7]1[C:12](=[O:13])[N:11]2[C:14]([CH2:24][N:25]([CH3:33])[CH2:26][C:27]3[CH:32]=[CH:31][CH:30]=[CH:29][CH:28]=3)=[C:15]([C:17]3[CH:18]=[CH:19][C:20]([NH:23][C:43]([NH:50][O:57][CH3:56])=[O:44])=[CH:21][CH:22]=3)[N:16]=[C:10]2[N:9]([CH2:34][C:35]2[C:40]([F:41])=[CH:39][CH:38]=[CH:37][C:36]=2[F:42])[CH:8]=1)=[O:6])([CH3:3])[CH3:2]. The yield is 0.730. (5) The reactants are [Br:1][C:2]1[C:7]2[C:8]3[NH:9][CH:10]([C:16]4[N:17]=[C:18]([CH:21]([CH3:23])[CH3:22])[S:19][CH:20]=4)[CH2:11][C:12](=[O:15])[C:13]=3[O:14][C:6]=2[CH:5]=[CH:4][C:3]=1[O:24][CH3:25].O. The catalyst is O1CCOCC1. The product is [OH:15][C:12]1[CH:11]=[C:10]([C:16]2[N:17]=[C:18]([CH:21]([CH3:23])[CH3:22])[S:19][CH:20]=2)[N:9]=[C:8]2[C:7]3[C:2]([Br:1])=[C:3]([O:24][CH3:25])[CH:4]=[CH:5][C:6]=3[O:14][C:13]=12. The yield is 0.602.